From a dataset of Catalyst prediction with 721,799 reactions and 888 catalyst types from USPTO. Predict which catalyst facilitates the given reaction. (1) Reactant: [C:1]([C:3]1[CH:8]=[CH:7][C:6]([OH:9])=[CH:5][CH:4]=1)#[N:2].[CH2:10]1N2CN3CN(C2)CN1C3.S(=O)(=O)(O)O.[OH2:25]. Product: [C:1]([C:3]1[CH:4]=[CH:5][C:6]([OH:9])=[C:7]([CH:8]=1)[CH:10]=[O:25])#[N:2]. The catalyst class is: 55. (2) Reactant: [O:1]1[CH2:6][CH2:5][NH:4][C:3]2[N:7]=[CH:8][CH:9]=[CH:10][C:2]1=2.C(N(CC)CC)C.[CH2:18]([O:25][C:26]1[C:34]([Cl:35])=[CH:33][C:29]([C:30](Cl)=[O:31])=[CH:28][C:27]=1[Cl:36])[C:19]1[CH:24]=[CH:23][CH:22]=[CH:21][CH:20]=1. Product: [CH2:18]([O:25][C:26]1[C:27]([Cl:36])=[CH:28][C:29]([C:30]([N:4]2[CH2:5][CH2:6][O:1][C:2]3[CH:10]=[CH:9][CH:8]=[N:7][C:3]2=3)=[O:31])=[CH:33][C:34]=1[Cl:35])[C:19]1[CH:20]=[CH:21][CH:22]=[CH:23][CH:24]=1. The catalyst class is: 22. (3) Reactant: [CH3:1][O:2][C:3]1[N:8]=[C:7]2[N:9]([CH2:14][CH2:15][CH:16]3[CH2:18][O:17]3)[C:10](=[O:13])[CH:11]=[CH:12][C:6]2=[N:5][CH:4]=1.[NH:19]1[CH2:24][CH2:23][CH:22]([NH:25][C:26](=[O:32])[O:27][C:28]([CH3:31])([CH3:30])[CH3:29])[CH2:21][CH2:20]1. Product: [OH:17][CH:16]([CH2:15][CH2:14][N:9]1[C:7]2=[N:8][C:3]([O:2][CH3:1])=[CH:4][N:5]=[C:6]2[CH:12]=[CH:11][C:10]1=[O:13])[CH2:18][N:19]1[CH2:20][CH2:21][CH:22]([NH:25][C:26](=[O:32])[O:27][C:28]([CH3:30])([CH3:29])[CH3:31])[CH2:23][CH2:24]1. The catalyst class is: 3. (4) Reactant: [F:1][C:2]([F:16])([F:15])[C:3]1[CH:4]=[C:5]([N:9]2[C:13]([NH2:14])=[CH:12][CH:11]=[N:10]2)[CH:6]=[CH:7][CH:8]=1.[Cl:17][C:18]1[CH:23]=[CH:22][N:21]2[N:24]=[CH:25][C:26]([C:27](Cl)=[O:28])=[C:20]2[N:19]=1.C(N(C(C)C)CC)(C)C. Product: [Cl:17][C:18]1[CH:23]=[CH:22][N:21]2[N:24]=[CH:25][C:26]([C:27]([NH:14][C:13]3[N:9]([C:5]4[CH:6]=[CH:7][CH:8]=[C:3]([C:2]([F:1])([F:15])[F:16])[CH:4]=4)[N:10]=[CH:11][CH:12]=3)=[O:28])=[C:20]2[N:19]=1. The catalyst class is: 4. (5) Reactant: [Si:1]([O:8][C@H:9]([CH2:22][CH:23]=[CH2:24])[C:10]([NH:12][C@H:13]([C:16]1[CH:21]=[CH:20][CH:19]=[CH:18][CH:17]=1)[CH2:14][OH:15])=[O:11])([C:4]([CH3:7])([CH3:6])[CH3:5])([CH3:3])[CH3:2].[CH3:25][C@H:26]([CH2:30][CH:31]=[CH2:32])[C:27](O)=[O:28]. Product: [CH3:25][C@H:26]([CH2:30][CH:31]=[CH2:32])[C:27]([O:15][CH2:14][C@H:13]([NH:12][C:10](=[O:11])[C@H:9]([O:8][Si:1]([C:4]([CH3:7])([CH3:6])[CH3:5])([CH3:2])[CH3:3])[CH2:22][CH:23]=[CH2:24])[C:16]1[CH:21]=[CH:20][CH:19]=[CH:18][CH:17]=1)=[O:28]. The catalyst class is: 2. (6) Reactant: CS(O[CH2:6][C:7]1[C:12]([F:13])=[CH:11][C:10]([Br:14])=[CH:9][C:8]=1[F:15])(=O)=O.[Li+].[Br-:17]. Product: [Br:14][C:10]1[CH:9]=[C:8]([F:15])[C:7]([CH2:6][Br:17])=[C:12]([F:13])[CH:11]=1. The catalyst class is: 31. (7) Reactant: [N+:1]([C:4]1[CH:9]=[CH:8][C:7]([N:10]2[CH2:15][CH2:14][NH:13][CH2:12][CH2:11]2)=[CH:6][CH:5]=1)([O-:3])=[O:2].[CH3:16][C@H:17]1[CH2:19][O:18]1. Product: [N+:1]([C:4]1[CH:5]=[CH:6][C:7]([N:10]2[CH2:15][CH2:14][N:13]([CH2:16][C@@H:17]([OH:18])[CH3:19])[CH2:12][CH2:11]2)=[CH:8][CH:9]=1)([O-:3])=[O:2]. The catalyst class is: 3. (8) Reactant: [Cl:1][C:2]1[CH:7]=[C:6]([CH:8]([OH:10])[CH3:9])[CH:5]=[CH:4][N:3]=1.[H-].[Na+].I[CH3:14].O. Product: [Cl:1][C:2]1[CH:7]=[C:6]([CH:8]([O:10][CH3:14])[CH3:9])[CH:5]=[CH:4][N:3]=1. The catalyst class is: 3. (9) Reactant: [CH:1]1([C:9]([N:11]2[CH2:16][CH2:15][N:14]([CH:17]3[CH2:20][CH2:19][CH2:18]3)[CH2:13][CH2:12]2)=[O:10])[C:3]2([CH2:8][CH2:7][NH:6][CH2:5][CH2:4]2)[CH2:2]1.[S:21]1[CH2:26][CH2:25][CH2:24][C:23](=O)[CH2:22]1.C(O[BH-](OC(=O)C)OC(=O)C)(=O)C.[Na+]. Product: [CH:17]1([N:14]2[CH2:15][CH2:16][N:11]([C:9]([CH:1]3[C:3]4([CH2:8][CH2:7][N:6]([CH:23]5[CH2:24][CH2:25][CH2:26][S:21][CH2:22]5)[CH2:5][CH2:4]4)[CH2:2]3)=[O:10])[CH2:12][CH2:13]2)[CH2:18][CH2:19][CH2:20]1. The catalyst class is: 26.